Dataset: Reaction yield outcomes from USPTO patents with 853,638 reactions. Task: Predict the reaction yield, written as a fraction of the theoretical maximum amount of product (1.0 means a 100% yield; for example, 0.34 means a 34% yield). (1) The reactants are [Br:1][C:2]1[CH:3]=[CH:4][C:5]([OH:18])=[C:6]([C:8](=[O:17])[CH2:9][C:10]2[CH:15]=[CH:14][CH:13]=[CH:12][C:11]=2[F:16])[CH:7]=1.[C:19]([O-])(=O)[CH3:20].[Na+]. The catalyst is C(OC(=O)C)(=O)C. The product is [Br:1][C:2]1[CH:7]=[C:6]2[C:5](=[CH:4][CH:3]=1)[O:18][C:19]([CH3:20])=[C:9]([C:10]1[CH:15]=[CH:14][CH:13]=[CH:12][C:11]=1[F:16])[C:8]2=[O:17]. The yield is 0.710. (2) The reactants are Cl.Cl.[OH:3][C@@H:4]1[CH2:11][N:10]([CH2:12][CH2:13][C@H:14]([N:18]2[C:24](=[O:25])[CH2:23][CH2:22][NH:21][C@H:20]([CH3:26])[CH2:19]2)[CH2:15][O:16][CH3:17])[CH2:9][CH2:8][C:5]21[CH2:7][CH2:6]2.[Cl:27][C:28]1[CH:29]=[C:30]([N:34]=[C:35]=[O:36])[CH:31]=[CH:32][CH:33]=1. No catalyst specified. The product is [Cl:27][C:28]1[CH:29]=[C:30]([NH:34][C:35]([N:21]2[CH2:22][CH2:23][C:24](=[O:25])[N:18]([C@H:14]([CH2:15][O:16][CH3:17])[CH2:13][CH2:12][N:10]3[CH2:9][CH2:8][C:5]4([CH2:7][CH2:6]4)[C@H:4]([OH:3])[CH2:11]3)[CH2:19][C@H:20]2[CH3:26])=[O:36])[CH:31]=[CH:32][CH:33]=1. The yield is 0.580.